From a dataset of Catalyst prediction with 721,799 reactions and 888 catalyst types from USPTO. Predict which catalyst facilitates the given reaction. (1) Reactant: Br[C:2]1[CH:7]=[CH:6][CH:5]=[CH:4][C:3]=1[C:8](=[O:10])[CH3:9].C(=O)([O-])O.[Na+].[CH:16](B1OC(C)(C)C(C)(C)O1)=[CH2:17]. Product: [CH:16]([C:2]1[CH:7]=[CH:6][CH:5]=[CH:4][C:3]=1[C:8](=[O:10])[CH3:9])=[CH2:17]. The catalyst class is: 127. (2) Reactant: [H-].[Na+].[N:3]1[N:7]2[C:11](=[O:12])[C:6]3[N:7]([N:3]=[CH:4][CH:5]=3)[C:11](=[O:12])[C:6]2=[CH:5][CH:4]=1.[CH3:17][O:18][C:19]([C:21]1[CH:25]=[CH:24][S:23][C:22]=1[NH2:26])=[O:20].O. Product: [CH3:17][O:18][C:19]([C:21]1[CH:25]=[CH:24][S:23][C:22]=1[NH:26][C:11]([C:6]1[CH:5]=[CH:4][NH:3][N:7]=1)=[O:12])=[O:20]. The catalyst class is: 1. (3) Reactant: [CH3:1][S:2](Cl)(=[O:4])=[O:3].C(Cl)Cl.O[CH2:10][CH2:11][C:12]1[S:16][CH:15]=[N:14][C:13]=1[CH3:17].C(N(CC)CC)C. Product: [CH3:1][S:2]([CH2:10][CH2:11][C:12]1[S:16][CH:15]=[N:14][C:13]=1[CH3:17])(=[O:4])=[O:3]. The catalyst class is: 6.